Dataset: NCI-60 drug combinations with 297,098 pairs across 59 cell lines. Task: Regression. Given two drug SMILES strings and cell line genomic features, predict the synergy score measuring deviation from expected non-interaction effect. (1) Drug 1: C1=CC(=CC=C1CCC2=CNC3=C2C(=O)NC(=N3)N)C(=O)NC(CCC(=O)O)C(=O)O. Drug 2: C(CCl)NC(=O)N(CCCl)N=O. Cell line: SF-268. Synergy scores: CSS=27.6, Synergy_ZIP=-6.58, Synergy_Bliss=-1.37, Synergy_Loewe=-23.6, Synergy_HSA=-0.381. (2) Drug 1: C1CCC(C1)C(CC#N)N2C=C(C=N2)C3=C4C=CNC4=NC=N3. Drug 2: CS(=O)(=O)C1=CC(=C(C=C1)C(=O)NC2=CC(=C(C=C2)Cl)C3=CC=CC=N3)Cl. Cell line: UO-31. Synergy scores: CSS=40.2, Synergy_ZIP=-5.17, Synergy_Bliss=-2.01, Synergy_Loewe=0.371, Synergy_HSA=0.734. (3) Drug 1: CC12CCC3C(C1CCC2=O)CC(=C)C4=CC(=O)C=CC34C. Drug 2: COC1=CC(=CC(=C1O)OC)C2C3C(COC3=O)C(C4=CC5=C(C=C24)OCO5)OC6C(C(C7C(O6)COC(O7)C8=CC=CS8)O)O. Cell line: K-562. Synergy scores: CSS=82.8, Synergy_ZIP=-0.0988, Synergy_Bliss=-3.18, Synergy_Loewe=-4.59, Synergy_HSA=-1.64. (4) Drug 1: CC(C1=C(C=CC(=C1Cl)F)Cl)OC2=C(N=CC(=C2)C3=CN(N=C3)C4CCNCC4)N. Drug 2: CCCCC(=O)OCC(=O)C1(CC(C2=C(C1)C(=C3C(=C2O)C(=O)C4=C(C3=O)C=CC=C4OC)O)OC5CC(C(C(O5)C)O)NC(=O)C(F)(F)F)O. Cell line: TK-10. Synergy scores: CSS=1.77, Synergy_ZIP=-0.258, Synergy_Bliss=-0.112, Synergy_Loewe=-23.9, Synergy_HSA=-0.124. (5) Drug 1: C1CC(=O)NC(=O)C1N2CC3=C(C2=O)C=CC=C3N. Drug 2: C(=O)(N)NO. Cell line: T-47D. Synergy scores: CSS=4.47, Synergy_ZIP=1.43, Synergy_Bliss=5.23, Synergy_Loewe=3.60, Synergy_HSA=4.02. (6) Drug 1: CNC(=O)C1=NC=CC(=C1)OC2=CC=C(C=C2)NC(=O)NC3=CC(=C(C=C3)Cl)C(F)(F)F. Drug 2: C1CCC(C(C1)N)N.C(=O)(C(=O)[O-])[O-].[Pt+4]. Cell line: MOLT-4. Synergy scores: CSS=45.4, Synergy_ZIP=-0.440, Synergy_Bliss=-0.907, Synergy_Loewe=-31.4, Synergy_HSA=-0.710. (7) Drug 1: C1=CC(=CC=C1C#N)C(C2=CC=C(C=C2)C#N)N3C=NC=N3. Drug 2: C(CN)CNCCSP(=O)(O)O. Cell line: MOLT-4. Synergy scores: CSS=-4.09, Synergy_ZIP=3.61, Synergy_Bliss=1.89, Synergy_Loewe=-2.83, Synergy_HSA=-3.52.